Dataset: Reaction yield outcomes from USPTO patents with 853,638 reactions. Task: Predict the reaction yield, written as a fraction of the theoretical maximum amount of product (1.0 means a 100% yield; for example, 0.34 means a 34% yield). (1) The reactants are [F:1][C:2]([F:18])([C:8]1[CH:13]=[CH:12][CH:11]=[CH:10][C:9]=1[O:14][CH2:15][CH2:16][OH:17])[C:3]([O:5]CC)=[O:4].O.[OH-].[Li+]. The catalyst is C(O)C.O1CCCC1.O. The product is [F:1][C:2]([F:18])([C:8]1[CH:13]=[CH:12][CH:11]=[CH:10][C:9]=1[O:14][CH2:15][CH2:16][OH:17])[C:3]([OH:5])=[O:4]. The yield is 0.650. (2) The reactants are [Cl:1][C:2]1[CH:7]=[CH:6][C:5]([C:8](=[S:10])[NH2:9])=[CH:4][CH:3]=1.O.O.O.O.O.[OH-].C(=O)(O)[O-].[Mg+2].Cl[CH:23]([CH:26]=O)[CH:24]=[O:25]. No catalyst specified. The product is [Cl:1][C:2]1[CH:7]=[CH:6][C:5]([C:8]2[S:10][C:23]([CH:24]=[O:25])=[CH:26][N:9]=2)=[CH:4][CH:3]=1. The yield is 0.920. (3) No catalyst specified. The yield is 0.750. The reactants are [NH2:1][CH:2]1[CH:7]2[CH:3]1[CH2:4][N:5]([C:8]([O:10][C:11]([CH3:14])([CH3:13])[CH3:12])=[O:9])[CH2:6]2.[OH:15][CH2:16][C:17]1[O:21][N:20]=[C:19]([C:22]([O:24][CH2:25][CH3:26])=[O:23])[CH:18]=1.C(N(CC)C(C)C)(C)C.Cl[C:37](OC1C=CC([N+]([O-])=O)=CC=1)=[O:38]. The product is [CH2:25]([O:24][C:22]([C:19]1[CH:18]=[C:17]([CH2:16][O:15][C:37]([NH:1][CH:2]2[CH:7]3[CH:3]2[CH2:4][N:5]([C:8]([O:10][C:11]([CH3:14])([CH3:13])[CH3:12])=[O:9])[CH2:6]3)=[O:38])[O:21][N:20]=1)=[O:23])[CH3:26]. (4) The reactants are C([O:4][CH2:5][C@@H:6]1[C@@H:13]2[C@@H:9]([O:10][C:11]([CH3:15])([CH3:14])[O:12]2)[C@H:8]([N:16]2[CH:24]=[N:23][C:22]3[C:17]2=[N:18][CH:19]=[N:20][C:21]=3[CH2:25][C:26]2[CH:31]=[CH:30][C:29]([F:32])=[CH:28][CH:27]=2)[O:7]1)(=O)C.N. The catalyst is CO. The product is [F:32][C:29]1[CH:30]=[CH:31][C:26]([CH2:25][C:21]2[N:20]=[CH:19][N:18]=[C:17]3[C:22]=2[N:23]=[CH:24][N:16]3[C@H:8]2[C@@H:9]3[O:10][C:11]([CH3:15])([CH3:14])[O:12][C@@H:13]3[C@@H:6]([CH2:5][OH:4])[O:7]2)=[CH:27][CH:28]=1. The yield is 0.940. (5) The reactants are [CH3:1][NH:2][CH2:3][C:4]1[N:8]([CH3:9])[N:7]=[C:6]([N+:10]([O-:12])=[O:11])[CH:5]=1.[O:13]1[CH2:16][C:15](=O)[CH2:14]1.[BH3-]C#N.[Na+]. The catalyst is CO.[Cl-].[Cl-].[Zn+2]. The product is [CH3:1][N:2]([CH2:3][C:4]1[N:8]([CH3:9])[N:7]=[C:6]([N+:10]([O-:12])=[O:11])[CH:5]=1)[CH:15]1[CH2:16][O:13][CH2:14]1. The yield is 0.800.